Dataset: Reaction yield outcomes from USPTO patents with 853,638 reactions. Task: Predict the reaction yield, written as a fraction of the theoretical maximum amount of product (1.0 means a 100% yield; for example, 0.34 means a 34% yield). (1) The yield is 0.945. The reactants are [F:1][C:2]([F:12])([F:11])[O:3][C:4]1[CH:5]=[C:6]([OH:10])[CH:7]=[CH:8][CH:9]=1.Br[CH2:14][CH2:15][OH:16].C(=O)([O-])[O-].[K+].[K+]. The product is [F:1][C:2]([F:11])([F:12])[O:3][C:4]1[CH:5]=[C:6]([CH:7]=[CH:8][CH:9]=1)[O:10][CH2:14][CH2:15][OH:16]. The catalyst is CN(C=O)C. (2) The reactants are [OH-].[Na+].[F:3][C:4]1[C:13]([N:14](S(CCC)(=O)=O)[S:15]([CH2:18][CH2:19][CH3:20])(=[O:17])=[O:16])=[CH:12][CH:11]=[C:10]([F:27])[C:5]=1[C:6]([O:8]C)=[O:7]. The catalyst is C1COCC1.CO. The product is [F:3][C:4]1[C:13]([NH:14][S:15]([CH2:18][CH2:19][CH3:20])(=[O:16])=[O:17])=[CH:12][CH:11]=[C:10]([F:27])[C:5]=1[C:6]([OH:8])=[O:7]. The yield is 0.770. (3) The reactants are [O:1]=[C:2]1[CH:7]=[CH:6][N:5]([C:8]2[CH:13]=[CH:12][CH:11]=[C:10]([C:14]([F:17])([F:16])[F:15])[CH:9]=2)[N:4]=[C:3]1[C:18]([O:20]C)=[O:19].[OH-].[Na+].Cl. The catalyst is CO. The product is [O:1]=[C:2]1[CH:7]=[CH:6][N:5]([C:8]2[CH:13]=[CH:12][CH:11]=[C:10]([C:14]([F:17])([F:16])[F:15])[CH:9]=2)[N:4]=[C:3]1[C:18]([OH:20])=[O:19]. The yield is 0.970. (4) The reactants are [CH3:1][O:2][C:3]1[CH:8]=[CH:7][CH:6]=[CH:5][C:4]=1[C:9]1[C:17]2[C:12](=[N:13][CH:14]=[C:15](B3OC(C)(C)C(C)(C)O3)[CH:16]=2)[N:11]([CH2:27][O:28][CH2:29][CH2:30][Si:31]([CH3:34])([CH3:33])[CH3:32])[N:10]=1.[F:35][C:36]1[C:46]([F:47])=[CH:45][C:44](I)=[CH:43][C:37]=1[C:38]([N:40]([CH3:42])[CH3:41])=[O:39].C(=O)([O-])[O-].[Na+].[Na+].S([O-])([O-])(=O)=O.[Na+].[Na+]. The catalyst is C(#N)C. The product is [F:35][C:36]1[C:46]([F:47])=[CH:45][C:44]([C:15]2[CH:16]=[C:17]3[C:9]([C:4]4[CH:5]=[CH:6][CH:7]=[CH:8][C:3]=4[O:2][CH3:1])=[N:10][N:11]([CH2:27][O:28][CH2:29][CH2:30][Si:31]([CH3:34])([CH3:32])[CH3:33])[C:12]3=[N:13][CH:14]=2)=[CH:43][C:37]=1[C:38]([N:40]([CH3:42])[CH3:41])=[O:39]. The yield is 0.680. (5) The reactants are [CH2:1]([Mg]Cl)[CH:2]=[CH2:3].F[C:7](F)(F)[C:8]1[CH:14]=[CH:13][C:11]([NH2:12])=[CH:10][CH:9]=1. The catalyst is C1COCC1. The product is [CH2:1]([C:7]([C:8]1[CH:14]=[CH:13][C:11]([NH2:12])=[CH:10][CH:9]=1)([CH2:13][CH:11]=[CH2:10])[CH2:9][CH:8]=[CH2:7])[CH:2]=[CH2:3]. The yield is 0.870.